Dataset: Forward reaction prediction with 1.9M reactions from USPTO patents (1976-2016). Task: Predict the product of the given reaction. (1) Given the reactants Br[C:2]1[CH:11]=[C:10]2[C:5]([CH:6]=[C:7]([NH:12][C:13]([CH:15]3[CH2:17][CH2:16]3)=[O:14])[N:8]=[CH:9]2)=[CH:4][CH:3]=1.[NH2:18][C:19]1[CH:20]=[CH:21][C:22]([CH3:34])=[C:23](B2OC(C)(C)C(C)(C)O2)[CH:24]=1.C(=O)([O-])[O-].[K+].[K+].O1CCOCC1.O.C([O-])(O)=O.[Na+], predict the reaction product. The product is: [NH2:18][C:19]1[CH:24]=[CH:23][C:22]([CH3:34])=[C:21]([C:2]2[CH:11]=[C:10]3[C:5]([CH:6]=[C:7]([NH:12][C:13]([CH:15]4[CH2:17][CH2:16]4)=[O:14])[N:8]=[CH:9]3)=[CH:4][CH:3]=2)[CH:20]=1. (2) Given the reactants [N-:1]=[N+:2]=[N-:3].[Na+].CS(O[C@@H:10]1[CH2:14][CH2:13][N:12]([C:15]([O:17][C:18]([CH3:21])([CH3:20])[CH3:19])=[O:16])[CH2:11]1)(=O)=O, predict the reaction product. The product is: [N:1]([C@H:14]1[CH2:10][CH2:11][N:12]([C:15]([O:17][C:18]([CH3:21])([CH3:20])[CH3:19])=[O:16])[CH2:13]1)=[N+:2]=[N-:3]. (3) Given the reactants [C:1]([O:5][C:6](=[O:19])[NH:7][CH2:8][C:9]1[CH:14]=[C:13]([CH:15]=O)[CH:12]=[C:11]([Cl:17])[C:10]=1[F:18])([CH3:4])([CH3:3])[CH3:2].CO[N:22]1[CH2:27][CH2:26][CH2:25][CH2:24][CH2:23]1.[C:28](O)(=[O:30])C.C(O[BH-](OC(=O)C)OC(=O)C)(=O)C.[Na+], predict the reaction product. The product is: [C:1]([O:5][C:6](=[O:19])[NH:7][CH2:8][C:9]1[CH:14]=[C:13]([CH2:15][N:22]2[CH2:23][CH2:24][CH:25]([O:30][CH3:28])[CH2:26][CH2:27]2)[CH:12]=[C:11]([Cl:17])[C:10]=1[F:18])([CH3:4])([CH3:3])[CH3:2]. (4) Given the reactants [F:1][C:2]1[CH:7]=[C:6]([F:8])[CH:5]=[CH:4][C:3]=1[C:9]1[CH:10]=[C:11]([CH:16]=[C:17]([C:19]([CH3:21])=[CH2:20])[N:18]=1)[C:12]([O:14]C)=[O:13].[BH4-].C([N+](CC)(CC)CC)C.[OH-:32].[Na+].Cl, predict the reaction product. The product is: [F:1][C:2]1[CH:7]=[C:6]([F:8])[CH:5]=[CH:4][C:3]=1[C:9]1[CH:10]=[C:11]([CH:16]=[C:17]([C:19]([OH:32])([CH3:21])[CH3:20])[N:18]=1)[C:12]([OH:14])=[O:13]. (5) Given the reactants O=[C:2]1[CH2:11][CH2:10][C:9]2[C:4](=[CH:5][CH:6]=[CH:7][CH:8]=2)[CH:3]1[C:12]([O:14]CC)=O.[NH:17]([C:19]1[S:20][C:21]2[CH:27]=[CH:26][CH:25]=[CH:24][C:22]=2[N:23]=1)[NH2:18], predict the reaction product. The product is: [S:20]1[C:21]2[CH:27]=[CH:26][CH:25]=[CH:24][C:22]=2[N:23]=[C:19]1[N:17]1[C:12]([OH:14])=[C:3]2[C:2]([CH2:11][CH2:10][C:9]3[CH:8]=[CH:7][CH:6]=[CH:5][C:4]=32)=[N:18]1. (6) Given the reactants Cl[C:2]1[CH:7]=[CH:6][N:5]=[C:4]([NH:8]C(=O)C(C)(C)C)[C:3]=1[CH:15]=[O:16].[F:17][C:18]([F:22])([F:21])[CH2:19][OH:20].C(=O)([O-])[O-].[K+].[K+].O, predict the reaction product. The product is: [NH2:8][C:4]1[N:5]=[CH:6][CH:7]=[C:2]([O:20][CH2:19][C:18]([F:22])([F:21])[F:17])[C:3]=1[CH:15]=[O:16]. (7) The product is: [O:15]1[CH2:16][CH2:17][N:12]([C:11]2[C:2]([NH2:1])=[N:3][C:4]3[C:9]([CH:10]=2)=[CH:8][C:7]([C:18]2[CH:23]=[CH:22][CH:21]=[CH:20][C:19]=2[CH2:24][CH:26]2[CH2:31][CH2:30][O:29][CH2:28][CH2:27]2)=[CH:6][CH:5]=3)[CH2:13][CH2:14]1. Given the reactants [NH2:1][C:2]1[C:11]([N:12]2[CH2:17][CH2:16][O:15][CH2:14][CH2:13]2)=[CH:10][C:9]2[C:4](=[CH:5][CH:6]=[C:7]([C:18]3[CH:23]=[CH:22][CH:21]=[CH:20][C:19]=3[CH:24]([CH:26]3[CH2:31][CH2:30][O:29][CH2:28][CH2:27]3)O)[CH:8]=2)[N:3]=1.C([SiH](CC)CC)C.C(O)(C(F)(F)F)=O, predict the reaction product. (8) The product is: [Cl:1][C:2]1[C:3]([CH3:14])=[C:4]([Cl:13])[N:5]=[CH:6][C:7]=1[CH2:8][OH:9]. Given the reactants [Cl:1][C:2]1[C:7]([C:8](OCC)=[O:9])=[CH:6][N:5]=[C:4]([Cl:13])[C:3]=1[CH3:14].[H-].C([Al+]CC(C)C)C(C)C, predict the reaction product.